Dataset: Full USPTO retrosynthesis dataset with 1.9M reactions from patents (1976-2016). Task: Predict the reactants needed to synthesize the given product. Given the product [N:41]1[CH:36]=[CH:37][CH:38]=[CH:6][C:7]=1[O:8][C:9]1[C:23]([O:24][C:25]2[CH:26]=[CH:27][C:28]([S:31]([CH3:34])(=[O:32])=[O:33])=[CH:29][CH:30]=2)=[CH:22][C:12]2[NH:13][C:14]([C:16]3[CH:21]=[CH:20][CH:19]=[CH:18][N:17]=3)=[N:15][C:11]=2[CH:10]=1, predict the reactants needed to synthesize it. The reactants are: C(OC([C:6]1[CH:38]=[CH:37][CH:36]=C[C:7]=1[O:8][C:9]1[C:23]([O:24][C:25]2[CH:30]=[CH:29][C:28]([S:31]([CH3:34])(=[O:33])=[O:32])=[CH:27][CH:26]=2)=[CH:22][C:12]2[NH:13][C:14]([C:16]3[CH:21]=[CH:20][CH:19]=[CH:18][N:17]=3)=[N:15][C:11]=2[CH:10]=1)=O)C.OC1C=CC=C[N:41]=1.